Dataset: Reaction yield outcomes from USPTO patents with 853,638 reactions. Task: Predict the reaction yield, written as a fraction of the theoretical maximum amount of product (1.0 means a 100% yield; for example, 0.34 means a 34% yield). (1) The reactants are [Si]([O:8][C@H:9]1[CH2:13][N:12]([C:14](=[O:42])[C:15]2[CH:20]=[CH:19][CH:18]=[C:17]([CH:21]([C:28]3[CH:33]=[CH:32][CH:31]=[C:30]([F:34])[C:29]=3[C:35]3[CH:40]=[CH:39][CH:38]=[C:37]([CH3:41])[CH:36]=3)[CH2:22][CH2:23][CH2:24][CH2:25][O:26][CH3:27])[CH:16]=2)[CH2:11][C@H:10]1[NH:43]C(=O)OC(C)(C)C)(C(C)(C)C)(C)C. The catalyst is Cl.CC#N. The product is [NH2:43][C@H:10]1[C@@H:9]([OH:8])[CH2:13][N:12]([C:14]([C:15]2[CH:20]=[CH:19][CH:18]=[C:17]([CH:21]([C:28]3[CH:33]=[CH:32][CH:31]=[C:30]([F:34])[C:29]=3[C:35]3[CH:40]=[CH:39][CH:38]=[C:37]([CH3:41])[CH:36]=3)[CH2:22][CH2:23][CH2:24][CH2:25][O:26][CH3:27])[CH:16]=2)=[O:42])[CH2:11]1. The yield is 0.0380. (2) The product is [CH3:1][C:2]1[CH:9]=[C:8]([CH3:10])[CH:7]=[C:6]([CH3:11])[C:3]=1[CH2:4][NH2:12]. The reactants are [CH3:1][C:2]1[CH:9]=[C:8]([CH3:10])[CH:7]=[C:6]([CH3:11])[C:3]=1[CH2:4]Cl.[N-:12]=[N+]=[N-].[Na+].O.C1(P(C2C=CC=CC=2)C2C=CC=CC=2)C=CC=CC=1. The yield is 0.610. The catalyst is CS(C)=O. (3) The reactants are [Br:1][C:2]1[C:3]([NH:9][CH:10]2[CH2:15][CH2:14][N:13]([CH3:16])[CH2:12][CH2:11]2)=[CH:4][C:5]([NH2:8])=[N:6][CH:7]=1.Br[C:18]1[C:23]([C:24]#[N:25])=[N:22][CH:21]=[CH:20][N:19]=1.C1C=CC(P(C2C(C3C(P(C4C=CC=CC=4)C4C=CC=CC=4)=CC=C4C=3C=CC=C4)=C3C(C=CC=C3)=CC=2)C2C=CC=CC=2)=CC=1.CC(C)([O-])C.[Na+]. The catalyst is O1CCOCC1. The product is [Br:1][C:2]1[C:3]([NH:9][CH:10]2[CH2:15][CH2:14][N:13]([CH3:16])[CH2:12][CH2:11]2)=[CH:4][C:5]([NH:8][C:20]2[N:19]=[CH:18][C:23]([C:24]#[N:25])=[N:22][CH:21]=2)=[N:6][CH:7]=1. The yield is 0.0700. (4) The reactants are Cl[C:2]1[S:3][CH:4]=[C:5]([Cl:7])[N:6]=1.NC1C=C(C2SC([N:21]3[CH2:27][CH2:26][CH2:25][NH:24][C:23](=[O:28])[CH2:22]3)=NC=2)C=C(C)C=1.[O-]P([O-])([O-])=O.[K+].[K+].[K+].CS(C)=O. The catalyst is CC(O)C.C(Cl)(Cl)Cl.O. The product is [Cl:7][C:5]1[N:6]=[C:2]([N:21]2[CH2:27][CH2:26][CH2:25][NH:24][C:23](=[O:28])[CH2:22]2)[S:3][CH:4]=1. The yield is 0.294.